From a dataset of Full USPTO retrosynthesis dataset with 1.9M reactions from patents (1976-2016). Predict the reactants needed to synthesize the given product. The reactants are: [H-].[H-].[H-].[H-].[Li+].[Al+3].[CH:7]1([CH2:13][C@H:14]([CH2:19][CH:20]=[CH2:21])[C:15]([NH:17][CH3:18])=O)[CH2:12][CH2:11][CH2:10][CH2:9][CH2:8]1.O.[OH-].[Na+]. Given the product [CH:7]1([CH2:13][C@H:14]([CH2:19][CH:20]=[CH2:21])[CH2:15][NH:17][CH3:18])[CH2:12][CH2:11][CH2:10][CH2:9][CH2:8]1, predict the reactants needed to synthesize it.